From a dataset of Forward reaction prediction with 1.9M reactions from USPTO patents (1976-2016). Predict the product of the given reaction. Given the reactants [Cl:1][C:2]1[CH:3]=[C:4](/[C:12](=[N:16]\[O:17][CH:18]2[CH2:23][CH2:22][CH2:21][CH2:20][CH2:19]2)/[C:13]([OH:15])=O)[CH:5]=[CH:6][C:7]=1[S:8]([CH3:11])(=[O:10])=[O:9].C(N(CC)C(C)C)(C)C.[CH3:33][N:34]1[CH:38]=[CH:37][C:36]([NH2:39])=[N:35]1, predict the reaction product. The product is: [Cl:1][C:2]1[CH:3]=[C:4](/[C:12](=[N:16]\[O:17][CH:18]2[CH2:19][CH2:20][CH2:21][CH2:22][CH2:23]2)/[C:13]([NH:39][C:36]2[CH:37]=[CH:38][N:34]([CH3:33])[N:35]=2)=[O:15])[CH:5]=[CH:6][C:7]=1[S:8]([CH3:11])(=[O:9])=[O:10].